From a dataset of Full USPTO retrosynthesis dataset with 1.9M reactions from patents (1976-2016). Predict the reactants needed to synthesize the given product. (1) Given the product [O:3]1[C:8]2=[CH:9][CH:10]=[CH:11][C:7]2=[CH:6][C:5]([CH:12]2[CH2:17][CH2:16][CH2:15][CH2:14][N:13]2[CH2:18][CH2:19][C@H:20]2[CH2:21][CH2:22][C@H:23]([NH:26][C:34](=[O:35])[C:33]3[CH:37]=[CH:38][C:30]([CH:27]4[CH2:29][CH2:28]4)=[CH:31][CH:32]=3)[CH2:24][CH2:25]2)=[CH:4]1, predict the reactants needed to synthesize it. The reactants are: Cl.Cl.[O:3]1[C:8]2=[CH:9][CH:10]=[CH:11][C:7]2=[CH:6][C:5]([CH:12]2[CH2:17][CH2:16][CH2:15][CH2:14][N:13]2[CH2:18][CH2:19][C@H:20]2[CH2:25][CH2:24][C@H:23]([NH2:26])[CH2:22][CH2:21]2)=[CH:4]1.[CH:27]1([C:30]2[CH:38]=[CH:37][C:33]([C:34](O)=[O:35])=[CH:32][CH:31]=2)[CH2:29][CH2:28]1. (2) The reactants are: [H-].[Na+].[NH2:3][C:4]1[CH:5]=[CH:6][CH:7]=[C:8]2[C:13]=1[C:12](=[O:14])[N:11]([CH3:15])[CH2:10][CH2:9]2.Cl[C:17]1[CH:22]=[C:21]([Cl:23])[N:20]=[CH:19][C:18]=1[C:24]#[N:25]. Given the product [Cl:23][C:21]1[N:20]=[CH:19][C:18]([C:24]#[N:25])=[C:17]([NH:3][C:4]2[CH:5]=[CH:6][CH:7]=[C:8]3[C:13]=2[C:12](=[O:14])[N:11]([CH3:15])[CH2:10][CH2:9]3)[CH:22]=1, predict the reactants needed to synthesize it. (3) Given the product [Cl:1][C:2]1[CH:21]=[CH:20][C:5]2[N:6]=[C:7]([N:9]3[CH2:14][CH2:13][C:12]([CH2:17][CH2:18][Cl:24])([CH2:15][CH3:16])[CH2:11][CH2:10]3)[S:8][C:4]=2[CH:3]=1, predict the reactants needed to synthesize it. The reactants are: [Cl:1][C:2]1[CH:21]=[CH:20][C:5]2[N:6]=[C:7]([N:9]3[CH2:14][CH2:13][C:12]([CH2:17][CH2:18]O)([CH2:15][CH3:16])[CH2:11][CH2:10]3)[S:8][C:4]=2[CH:3]=1.S(Cl)([Cl:24])=O. (4) Given the product [CH:11]([C:2]1[C:3]([O:8][C:7](=[O:9])[C:6]=1[CH3:10])=[O:4])([CH3:13])[CH3:12], predict the reactants needed to synthesize it. The reactants are: O[C:2]([CH:11]([CH3:13])[CH3:12])([CH:6]([CH3:10])[C:7]([OH:9])=[O:8])[C:3](O)=[O:4].CCCCCC.C(OCC)(=O)C. (5) Given the product [Cl:28][C:25]1[CH:24]=[CH:23][C:22]([CH2:21][CH:5]2[C:6](=[O:20])[C:7]([CH2:10][O:11][CH2:12][O:13][CH3:14])([CH2:15][O:16][CH2:17][O:18][CH3:19])[CH2:8][CH2:9]2)=[CH:27][CH:26]=1, predict the reactants needed to synthesize it. The reactants are: COC([C:5]1([CH2:21][C:22]2[CH:27]=[CH:26][C:25]([Cl:28])=[CH:24][CH:23]=2)[CH2:9][CH2:8][C:7]([CH2:15][O:16][CH2:17][O:18][CH3:19])([CH2:10][O:11][CH2:12][O:13][CH3:14])[C:6]1=[O:20])=O.[OH-].[Na+].O.